This data is from Catalyst prediction with 721,799 reactions and 888 catalyst types from USPTO. The task is: Predict which catalyst facilitates the given reaction. (1) Reactant: O[C@H:2]1[CH2:6][N:5]([C:7]([O:9][C:10]([CH3:13])([CH3:12])[CH3:11])=[O:8])[C@H:4]([C:14]([O:16]C)=[O:15])[CH2:3]1.C1C=CC(P(C2C=CC=CC=2)C2C=CC=CC=2)=CC=1.CC(OC(/N=N/C(OC(C)C)=O)=O)C. Product: [O:15]=[C:14]1[CH:4]2[CH2:3][CH:2]([CH2:6][N:5]2[C:7]([O:9][C:10]([CH3:11])([CH3:12])[CH3:13])=[O:8])[O:16]1. The catalyst class is: 1. (2) Reactant: C[O:2][C:3]([C:5]1[CH:10]=[CH:9][C:8]([C:11]2[CH:16]=[CH:15][CH:14]=[C:13]([NH:17][CH2:18][C:19]3[CH:24]=[CH:23][CH:22]=[CH:21][CH:20]=3)[CH:12]=2)=[CH:7][CH:6]=1)=O.[NH2:25][OH:26].[OH-].[Na+]. Product: [OH:26][NH:25][C:3](=[O:2])[C:5]1[CH:10]=[CH:9][C:8]([C:11]2[CH:16]=[CH:15][CH:14]=[C:13]([NH:17][CH2:18][C:19]3[CH:24]=[CH:23][CH:22]=[CH:21][CH:20]=3)[CH:12]=2)=[CH:7][CH:6]=1. The catalyst class is: 24. (3) Reactant: C(OC([N:8]1[C@@H:12]([CH2:13][CH2:14][S:15]([C:18]2[CH:23]=[CH:22][C:21]([F:24])=[CH:20][CH:19]=2)(=[O:17])=[O:16])[CH2:11][O:10]C1(C)C)=O)(C)(C)C.Cl. Product: [NH2:8][C@@H:12]([CH2:13][CH2:14][S:15]([C:18]1[CH:19]=[CH:20][C:21]([F:24])=[CH:22][CH:23]=1)(=[O:17])=[O:16])[CH2:11][OH:10]. The catalyst class is: 8. (4) The catalyst class is: 5. Reactant: [Cl:1][C:2]1[CH:9]=[CH:8][C:7]([C:10]([F:13])([F:12])[F:11])=[CH:6][C:3]=1[CH:4]=O.[NH2:14][CH2:15][CH2:16][C:17]1[C:25]2[C:20](=[CH:21][CH:22]=[CH:23][CH:24]=2)[NH:19][CH:18]=1.C(OC)(OC)OC. Product: [ClH:1].[Cl:1][C:2]1[CH:9]=[CH:8][C:7]([C:10]([F:13])([F:12])[F:11])=[CH:6][C:3]=1[CH2:4][NH:14][CH2:15][CH2:16][C:17]1[C:25]2[C:20](=[CH:21][CH:22]=[CH:23][CH:24]=2)[NH:19][CH:18]=1. (5) Reactant: [NH2:1][C:2]1[CH:3]=[CH:4][C:5]([C:8]2[N:13]=[C:12]([OH:14])[C:11]([CH2:15][CH3:16])=[C:10]([CH3:17])[N:9]=2)=[N:6][CH:7]=1.C([O-])([O-])=O.[K+].[K+].[CH2:24](Br)[CH:25]=[CH2:26]. The catalyst class is: 3. Product: [CH2:26]([O:14][C:12]1[C:11]([CH2:15][CH3:16])=[C:10]([CH3:17])[N:9]=[C:8]([C:5]2[N:6]=[CH:7][C:2]([NH2:1])=[CH:3][CH:4]=2)[N:13]=1)[CH:25]=[CH2:24].